From a dataset of Forward reaction prediction with 1.9M reactions from USPTO patents (1976-2016). Predict the product of the given reaction. (1) Given the reactants [N+:1]([C:4]1[CH:5]=[C:6]2[C:10](=[CH:11][CH:12]=1)[N:9]([C:13]1[CH:14]=[C:15]([CH:19]=[CH:20][CH:21]=1)[C:16]([OH:18])=O)[CH:8]=[CH:7]2)([O-:3])=[O:2].S(Cl)(Cl)=O.O1CCCC1.[C:31]([NH2:35])([CH3:34])([CH3:33])[CH3:32], predict the reaction product. The product is: [C:31]([NH:35][C:16](=[O:18])[C:15]1[CH:19]=[CH:20][CH:21]=[C:13]([N:9]2[C:10]3[C:6](=[CH:5][C:4]([N+:1]([O-:3])=[O:2])=[CH:12][CH:11]=3)[CH:7]=[CH:8]2)[CH:14]=1)([CH3:34])([CH3:33])[CH3:32]. (2) Given the reactants FC(F)(F)C(O)=O.[CH3:8][S:9]([C:12]1[CH:27]=[CH:26][C:15]2[N:16]([CH:20]3[CH2:25][CH2:24][NH:23][CH2:22][CH2:21]3)[C:17](=[O:19])[NH:18][C:14]=2[CH:13]=1)(=[O:11])=[O:10].Cl[CH2:29][C:30]([CH:32]1[CH2:37][CH2:36][CH2:35][CH2:34][CH2:33]1)=[O:31], predict the reaction product. The product is: [CH:32]1([C:30](=[O:31])[CH2:29][N:23]2[CH2:22][CH2:21][CH:20]([N:16]3[C:15]4[CH:26]=[CH:27][C:12]([S:9]([CH3:8])(=[O:10])=[O:11])=[CH:13][C:14]=4[NH:18][C:17]3=[O:19])[CH2:25][CH2:24]2)[CH2:37][CH2:36][CH2:35][CH2:34][CH2:33]1. (3) Given the reactants [NH:1]1[CH2:5][CH2:4][N:3]=[C:2]1/[CH:6]=[C:7](\[C:13]1[CH:14]=[N:15][CH:16]=[CH:17][CH:18]=1)/[C:8]1[CH:12]=[CH:11][S:10][CH:9]=1, predict the reaction product. The product is: [NH:3]1[CH2:4][CH2:5][N:1]=[C:2]1[CH2:6][CH:7]([C:13]1[CH:14]=[N:15][CH:16]=[CH:17][CH:18]=1)[C:8]1[CH:12]=[CH:11][S:10][CH:9]=1. (4) Given the reactants BrC1C=CC=CC=1C(Cl)=O.[Cl:11][C:12]1[CH:13]=[C:14]([CH:16]=[CH:17][C:18]=1[O:19][C:20]1[C:29]2[C:24](=[CH:25][C:26]([O:32][CH3:33])=[C:27]([O:30][CH3:31])[CH:28]=2)[N:23]=[CH:22][CH:21]=1)[NH2:15].[Br:34][C:35]1[CH:40]=[CH:39][CH:38]=[CH:37][C:36]=1[C:41]([N:43]=[C:44]=[S:45])=[O:42], predict the reaction product. The product is: [Br:34][C:35]1[CH:40]=[CH:39][CH:38]=[CH:37][C:36]=1[C:41]([N:43]=[C:44]=[S:45])=[O:42].[Br:34][C:35]1[CH:40]=[CH:39][CH:38]=[CH:37][C:36]=1[C:41]([NH:43][C:44]([NH:15][C:14]1[CH:16]=[CH:17][C:18]([O:19][C:20]2[C:29]3[C:24](=[CH:25][C:26]([O:32][CH3:33])=[C:27]([O:30][CH3:31])[CH:28]=3)[N:23]=[CH:22][CH:21]=2)=[C:12]([Cl:11])[CH:13]=1)=[S:45])=[O:42]. (5) Given the reactants [C:1]([O:5][C:6]([NH:8][C@@H:9]1[C:25]2[CH:26]=[C:21]([CH:22]=[CH:23][N:24]=2)[N:20]2[C:16](=[CH:17][C:18]([C:27]([O:29][CH2:30][CH3:31])=[O:28])=[N:19]2)[NH:15][C:14](=[O:32])[CH:13]([CH3:33])[CH:12]=[CH:11][CH2:10]1)=[O:7])([CH3:4])([CH3:3])[CH3:2], predict the reaction product. The product is: [C:1]([O:5][C:6]([NH:8][C@@H:9]1[C:25]2[CH:26]=[C:21]([CH:22]=[CH:23][N:24]=2)[N:20]2[C:16](=[CH:17][C:18]([C:27]([O:29][CH2:30][CH3:31])=[O:28])=[N:19]2)[NH:15][C:14](=[O:32])[CH:13]([CH3:33])[CH2:12][CH2:11][CH2:10]1)=[O:7])([CH3:4])([CH3:3])[CH3:2].